From a dataset of Experimentally validated miRNA-target interactions with 360,000+ pairs, plus equal number of negative samples. Binary Classification. Given a miRNA mature sequence and a target amino acid sequence, predict their likelihood of interaction. The miRNA is hsa-miR-4692 with sequence UCAGGCAGUGUGGGUAUCAGAU. The protein sequence of the target gene is MADFLKGLPVYNKSNFSRFHADSVCKASNRRPSVYLPTREYPSEQIIVTEKTNILLRYLHQQWDKKNAAKKRDQEQVELEGESSAPPRKVARTDSPDMHEDT. Result: 1 (interaction).